Task: Predict the product of the given reaction.. Dataset: Forward reaction prediction with 1.9M reactions from USPTO patents (1976-2016) (1) Given the reactants C[O:2][CH:3](OC)[CH2:4][N:5]1[C:14]2[C:9](=[N:10][CH:11]=[C:12]([F:15])[CH:13]=2)[CH:8]=[CH:7][C:6]1=[O:16].[ClH:19], predict the reaction product. The product is: [OH2:2].[ClH:19].[F:15][C:12]1[CH:13]=[C:14]2[C:9]([CH:8]=[CH:7][C:6](=[O:16])[N:5]2[CH2:4][CH:3]=[O:2])=[N:10][CH:11]=1. (2) Given the reactants [F:1][CH:2]([F:38])[C:3]1[N:7]([C:8]2[N:13]=[C:12]([N:14]3[CH2:19][CH2:18][O:17][CH2:16][CH2:15]3)[N:11]=[C:10]([N:20]3[CH2:25][CH2:24][N:23]([C:26]([O:28][C:29]([CH3:32])([CH3:31])[CH3:30])=[O:27])[CH2:22][CH2:21]3)[N:9]=2)[C:6]2[CH:33]=[CH:34][CH:35]=[C:36]([OH:37])[C:5]=2[N:4]=1.Br[CH2:40][CH2:41][CH2:42][OH:43].C([O-])([O-])=O.[K+].[K+].O, predict the reaction product. The product is: [F:38][CH:2]([F:1])[C:3]1[N:7]([C:8]2[N:13]=[C:12]([N:14]3[CH2:15][CH2:16][O:17][CH2:18][CH2:19]3)[N:11]=[C:10]([N:20]3[CH2:25][CH2:24][N:23]([C:26]([O:28][C:29]([CH3:32])([CH3:30])[CH3:31])=[O:27])[CH2:22][CH2:21]3)[N:9]=2)[C:6]2[CH:33]=[CH:34][CH:35]=[C:36]([O:37][CH2:40][CH2:41][CH2:42][OH:43])[C:5]=2[N:4]=1.